From a dataset of Full USPTO retrosynthesis dataset with 1.9M reactions from patents (1976-2016). Predict the reactants needed to synthesize the given product. (1) Given the product [NH2:11][C:5]1[C:6]([S:7]([NH2:10])(=[O:8])=[O:9])=[C:2]([Cl:1])[S:3][C:4]=1[Cl:14], predict the reactants needed to synthesize it. The reactants are: [Cl:1][C:2]1[S:3][C:4]([Cl:14])=[C:5]([N+:11]([O-])=O)[C:6]=1[S:7]([NH2:10])(=[O:9])=[O:8].[Cl-].[NH4+]. (2) Given the product [NH2:3][C:4]1[N:9]([CH3:29])[C:8](=[O:10])[C:7]([C:11]([NH:13][CH2:14][CH:15]2[CH2:20][CH2:19][N:18]([CH2:21][CH2:22][CH2:23][CH3:24])[CH2:17][CH2:16]2)=[O:12])=[CH:6][C:5]=1[Cl:25], predict the reactants needed to synthesize it. The reactants are: Cl.Cl.[NH2:3][C:4]1[NH:9][C:8](=[O:10])[C:7]([C:11]([NH:13][CH2:14][CH:15]2[CH2:20][CH2:19][N:18]([CH2:21][CH2:22][CH2:23][CH3:24])[CH2:17][CH2:16]2)=[O:12])=[CH:6][C:5]=1[Cl:25].[H-].[Na+].I[CH3:29].O.